This data is from Full USPTO retrosynthesis dataset with 1.9M reactions from patents (1976-2016). The task is: Predict the reactants needed to synthesize the given product. (1) Given the product [Br:1][C:2]1[S:3][CH:4]=[CH:5][C:6]=1[CH2:7][C:8]([O:10][CH3:11])=[O:9], predict the reactants needed to synthesize it. The reactants are: [Br:1][C:2]1[S:3][C:4](C(=O)C2C=CC(I)=C([N+]([O-])=O)C=2)=[CH:5][C:6]=1[CH2:7][C:8]([O:10][CH3:11])=[O:9].C1C(=O)N(Br)C(=O)C1. (2) Given the product [CH3:13][C:11]([CH3:12])=[CH:10][CH2:9][CH2:8]/[C:7](/[CH3:6])=[CH:14]/[CH2:15][CH2:12]/[C:11](/[CH3:13])=[CH:10]/[CH2:9][CH2:8]/[CH:7]=[C:14](/[CH2:18][CH2:35]/[CH:16]=[C:17](/[CH2:18][CH2:19][CH:20]1[O:1][C:21]1([CH3:22])[CH3:26])\[CH3:36])\[CH3:15].[CH3:6][C@@H:7]([C@@H:14]1[C@@:18]2([CH3:35])[CH2:19][CH2:20][C:21]3[C@@:26]4([CH3:34])[CH2:27][CH2:28][C@H:29]([OH:33])[C:30]([CH3:32])([CH3:31])[C@@H:25]4[CH2:24][CH2:23][C:22]=3[C@:17]2([CH3:36])[CH2:16][CH2:15]1)[CH2:8][CH2:9][CH:10]=[C:11]([CH3:12])[CH3:13], predict the reactants needed to synthesize it. The reactants are: [OH-:1].[K+].CO.O.[CH3:6][C@@H:7]([C@@H:14]1[C@@:18]2([CH3:35])[CH2:19][CH2:20][C:21]3[C@@:26]4([CH3:34])[CH2:27][CH2:28][C@H:29]([OH:33])[C:30]([CH3:32])([CH3:31])[C@@H:25]4[CH2:24][CH2:23][C:22]=3[C@:17]2([CH3:36])[CH2:16][CH2:15]1)[CH2:8][CH2:9][CH:10]=[C:11]([CH3:13])[CH3:12]. (3) Given the product [NH2:8][C:5]1[N:6]=[CH:7][C:2]([S:17][CH2:18][CH2:19][OH:20])=[CH:3][CH:4]=1, predict the reactants needed to synthesize it. The reactants are: Br[C:2]1[CH:3]=[CH:4][C:5]([N:8]2[Si](C)(C)CC[Si]2(C)C)=[N:6][CH:7]=1.[SH:17][CH2:18][CH2:19][OH:20].CCN(C(C)C)C(C)C.